This data is from Full USPTO retrosynthesis dataset with 1.9M reactions from patents (1976-2016). The task is: Predict the reactants needed to synthesize the given product. (1) The reactants are: C(O)=O.[OH:4][C:5]1[C:14]2[C:9](=[CH:10][CH:11]=[CH:12][CH:13]=2)[O:8][C:7](=[O:15])[CH:6]=1.[CH:16]([C:18]1[CH:35]=[CH:34][C:21]([C:22]([O:24][CH:25]([C:27]([F:33])([F:32])[C:28]([F:31])([F:30])[F:29])[CH3:26])=[O:23])=[CH:20][CH:19]=1)=O.C(N(CC)CC)C. Given the product [OH:4][C:5]1[C:14]2[C:9](=[CH:10][CH:11]=[CH:12][CH:13]=2)[O:8][C:7](=[O:15])[C:6]=1[CH2:16][C:18]1[CH:19]=[CH:20][C:21]([C:22]([O:24][CH:25]([C:27]([F:32])([F:33])[C:28]([F:30])([F:31])[F:29])[CH3:26])=[O:23])=[CH:34][CH:35]=1, predict the reactants needed to synthesize it. (2) The reactants are: [CH3:1][O:2][CH2:3][CH2:4][N:5]1[CH:9]=[C:8](B2OC(C)(C)C(C)(C)O2)[CH:7]=[N:6]1.[C:19]([N:22]1[C:31]2[C:26](=[CH:27][C:28](Br)=[CH:29][CH:30]=2)[C@H:25]([NH:33][C:34](=[O:43])[O:35][CH2:36][C:37]2[CH:42]=[CH:41][CH:40]=[CH:39][CH:38]=2)[C@@H:24]([CH3:44])[C@H:23]1[CH:45]1[CH2:47][CH2:46]1)(=[O:21])[CH3:20].C(N1C2C(=CC(Br)=CC=2)[C@H](NC(=O)OCC2C=CC=CC=2)[C@@H](C)[C@@H]1C1CC1)(=O)C.C(=O)([O-])[O-].[K+].[K+]. Given the product [C:19]([N:22]1[C:31]2[C:26](=[CH:27][C:28]([C:8]3[CH:7]=[N:6][N:5]([CH2:4][CH2:3][O:2][CH3:1])[CH:9]=3)=[CH:29][CH:30]=2)[C@H:25]([NH:33][C:34](=[O:43])[O:35][CH2:36][C:37]2[CH:42]=[CH:41][CH:40]=[CH:39][CH:38]=2)[C@@H:24]([CH3:44])[C@H:23]1[CH:45]1[CH2:46][CH2:47]1)(=[O:21])[CH3:20], predict the reactants needed to synthesize it.